Dataset: Serine/threonine kinase 33 screen with 319,792 compounds. Task: Binary Classification. Given a drug SMILES string, predict its activity (active/inactive) in a high-throughput screening assay against a specified biological target. (1) The compound is O(n1c(nc2c(c1=O)cccc2)c1cc(OC)cc(OC)c1)C(=O)c1c(cccc1)C. The result is 0 (inactive). (2) The drug is S(=O)(=O)(N(CC(=O)Nc1cc(OC)ccc1)C)c1cc2NC(=O)CSc2cc1. The result is 0 (inactive). (3) The compound is Clc1c(OC)cc(NC(=O)C2C3CC(C2)CC3)c(OC)c1. The result is 0 (inactive). (4) The drug is O=C(Nc1cc(C(=O)Nc2c(cccc2)C(OC)=O)ccc1)C(C)C. The result is 0 (inactive).